From a dataset of Full USPTO retrosynthesis dataset with 1.9M reactions from patents (1976-2016). Predict the reactants needed to synthesize the given product. (1) Given the product [F:39][C:38]1[C:33]([N:20]2[CH2:21][CH2:22][CH2:23][C@H:18]([N:14]3[CH2:13][CH2:12][C@:11]([CH2:10][C:9]([OH:8])([CH3:31])[CH3:30])([C:24]4[CH:25]=[CH:26][CH:27]=[CH:28][CH:29]=4)[O:16][C:15]3=[O:17])[CH2:19]2)=[N:34][CH:35]=[CH:36][CH:37]=1, predict the reactants needed to synthesize it. The reactants are: OC(C(F)(F)F)=O.[OH:8][C:9]([CH3:31])([CH3:30])[CH2:10][C@@:11]1([C:24]2[CH:29]=[CH:28][CH:27]=[CH:26][CH:25]=2)[O:16][C:15](=[O:17])[N:14]([C@H:18]2[CH2:23][CH2:22][CH2:21][NH:20][CH2:19]2)[CH2:13][CH2:12]1.F[C:33]1[C:38]([F:39])=[CH:37][CH:36]=[CH:35][N:34]=1.CCN(C(C)C)C(C)C.Cl. (2) Given the product [C:15]([O:14][C:12]([N:19]1[CH2:24][CH2:23][N:22]([CH2:2][C:3](=[O:4])[NH:5][C:6]2[CH:11]=[CH:10][CH:9]=[CH:8][N:7]=2)[CH2:21][CH2:20]1)=[O:13])([CH3:18])([CH3:16])[CH3:17], predict the reactants needed to synthesize it. The reactants are: Cl[CH2:2][C:3]([NH:5][C:6]1[CH:11]=[CH:10][CH:9]=[CH:8][N:7]=1)=[O:4].[C:12]([N:19]1[CH2:24][CH2:23][NH:22][CH2:21][CH2:20]1)([O:14][C:15]([CH3:18])([CH3:17])[CH3:16])=[O:13]. (3) Given the product [Cl:1][C:2]1[CH:8]=[CH:7][C:5]([C:18]2[CH:23]=[CH:22][CH:21]=[CH:20][CH:19]=2)=[C:4]([F:9])[CH:3]=1, predict the reactants needed to synthesize it. The reactants are: [Cl:1][C:2]1[CH:8]=[CH:7][C:5](N)=[C:4]([F:9])[CH:3]=1.N(OCCC(C)C)=O.[CH:18]1[CH:23]=[CH:22][CH:21]=[CH:20][CH:19]=1. (4) Given the product [O:31]1[CH2:32][CH2:33][CH:28]([NH:27][C:4]([C:6]2[N:7]=[N:8][C:9]([O:12][CH2:13][C:14]3[C:15]([C:20]4[CH:21]=[CH:22][C:23]([F:26])=[CH:24][CH:25]=4)=[N:16][O:17][C:18]=3[CH3:19])=[CH:10][CH:11]=2)=[O:5])[CH2:29][CH2:30]1, predict the reactants needed to synthesize it. The reactants are: C(O[C:4]([C:6]1[N:7]=[N:8][C:9]([O:12][CH2:13][C:14]2[C:15]([C:20]3[CH:25]=[CH:24][C:23]([F:26])=[CH:22][CH:21]=3)=[N:16][O:17][C:18]=2[CH3:19])=[CH:10][CH:11]=1)=[O:5])C.[NH2:27][CH:28]1[CH2:33][CH2:32][O:31][CH2:30][CH2:29]1. (5) Given the product [C:14]([C:17]1[N:18]=[C:19]([CH2:22][C@H:23]2[C@H:29]([C:30]3[CH:35]=[CH:34][C:33]([Cl:36])=[C:32]([Cl:37])[CH:31]=3)[O:28][CH2:27][CH2:26][N:25]([C:38]([O:40][C:41]([CH3:44])([CH3:43])[CH3:42])=[O:39])[CH2:24]2)[S:20][CH:21]=1)#[N:15], predict the reactants needed to synthesize it. The reactants are: FC(F)(F)C(OC(=O)C(F)(F)F)=O.[C:14]([C:17]1[N:18]=[C:19]([CH2:22][C@H:23]2[C@H:29]([C:30]3[CH:35]=[CH:34][C:33]([Cl:36])=[C:32]([Cl:37])[CH:31]=3)[O:28][CH2:27][CH2:26][N:25]([C:38]([O:40][C:41]([CH3:44])([CH3:43])[CH3:42])=[O:39])[CH2:24]2)[S:20][CH:21]=1)(=O)[NH2:15].N1C=CC=CC=1.C(N(CC)CC)C.C(=O)([O-])O.[Na+]. (6) Given the product [CH3:1][C:2]1([CH3:21])[CH2:6][C:5]2[CH:7]=[CH:8][CH:9]=[C:10]([O:11][C:12]3[C:17]([NH2:18])=[CH:16][CH:15]=[CH:14][N:13]=3)[C:4]=2[O:3]1, predict the reactants needed to synthesize it. The reactants are: [CH3:1][C:2]1([CH3:21])[CH2:6][C:5]2[CH:7]=[CH:8][CH:9]=[C:10]([O:11][C:12]3[C:17]([N+:18]([O-])=O)=[CH:16][CH:15]=[CH:14][N:13]=3)[C:4]=2[O:3]1. (7) Given the product [CH3:24][O:25][C:26]1[O:1][C:2]([CH3:23])([CH3:22])[CH:3]([C:8]2[CH:13]=[CH:12][C:11]([CH2:14][CH2:15][N:16]3[CH2:21][CH2:20][O:19][CH2:18][CH2:17]3)=[CH:10][CH:9]=2)[S:4](=[O:5])(=[O:6])[N:7]=1, predict the reactants needed to synthesize it. The reactants are: [OH:1][C:2]([CH3:23])([CH3:22])[CH:3]([C:8]1[CH:13]=[CH:12][C:11]([CH2:14][CH2:15][N:16]2[CH2:21][CH2:20][O:19][CH2:18][CH2:17]2)=[CH:10][CH:9]=1)[S:4]([NH2:7])(=[O:6])=[O:5].[C:24](OC)(OC)(OC)[O:25][CH3:26]. (8) Given the product [CH3:1][O:2][C:3]([C:5]1[CH:6]([C:17]2[CH:22]=[CH:21][C:20]([F:23])=[C:19]([F:25])[CH:18]=2)[N:7]=[C:8]([C:12]2[S:13][CH:14]=[CH:15][N:16]=2)[NH:9][C:10]=1[CH3:11])=[O:4], predict the reactants needed to synthesize it. The reactants are: [CH3:1][O:2][C:3]([C:5]1[CH:6]([C:17]2[CH:22]=[CH:21][C:20]([F:23])=[CH:19][C:18]=2Cl)[N:7]=[C:8]([C:12]2[S:13][CH:14]=[CH:15][N:16]=2)[NH:9][C:10]=1[CH3:11])=[O:4].[F:25]C1C=C(C=CC=1F)C=O.